Task: Predict the reactants needed to synthesize the given product.. Dataset: Full USPTO retrosynthesis dataset with 1.9M reactions from patents (1976-2016) (1) Given the product [CH3:35][N:12]([CH3:11])[C:13]([C:15]1[N:19]([C:20]2[CH:21]=[CH:22][C:23]([O:26][CH3:27])=[CH:24][CH:25]=2)[C:18]([C:28]([O:30][CH2:31][CH3:32])=[O:29])=[C:17]([OH:33])[C:16]=1[O:34][S:4](=[O:5])(=[O:6])[NH2:7])=[O:14], predict the reactants needed to synthesize it. The reactants are: C(O)=O.[S:4](Cl)([N:7]=C=O)(=[O:6])=[O:5].[CH3:11][N:12]([CH3:35])[C:13]([C:15]1[N:19]([C:20]2[CH:25]=[CH:24][C:23]([O:26][CH3:27])=[CH:22][CH:21]=2)[C:18]([C:28]([O:30][CH2:31][CH3:32])=[O:29])=[C:17]([OH:33])[C:16]=1[OH:34])=[O:14]. (2) Given the product [C:1]([O:5][C:6]([NH:8][CH2:9][CH2:10][CH:11]([C:19]1[N:20]=[C:21]([N:29]2[CH2:30][CH2:31][O:32][CH2:33][CH2:34]2)[S:22][C:23]=1[C:24]([OH:26])=[O:25])[C:12]1[CH:17]=[CH:16][C:15]([Cl:18])=[CH:14][CH:13]=1)=[O:7])([CH3:4])([CH3:2])[CH3:3], predict the reactants needed to synthesize it. The reactants are: [C:1]([O:5][C:6]([NH:8][CH2:9][CH2:10][CH:11]([C:19]1[N:20]=[C:21]([N:29]2[CH2:34][CH2:33][O:32][CH2:31][CH2:30]2)[S:22][C:23]=1[C:24]([O:26]CC)=[O:25])[C:12]1[CH:17]=[CH:16][C:15]([Cl:18])=[CH:14][CH:13]=1)=[O:7])([CH3:4])([CH3:3])[CH3:2].[OH-].[Na+].O. (3) The reactants are: [NH2:1][C:2]1[CH:3]=[C:4]2[C:9](=[C:10]([CH3:12])[CH:11]=1)[CH:8]=[N:7][C:6]([NH:13][C:14]([NH:16][CH2:17][CH3:18])=[O:15])=[CH:5]2.[CH:19](=O)[CH2:20][CH3:21]. Given the product [CH2:17]([NH:16][C:14]([NH:13][C:6]1[N:7]=[CH:8][C:9]2[C:4]([CH:5]=1)=[CH:3][C:2]([NH:1][CH2:19][CH2:20][CH3:21])=[CH:11][C:10]=2[CH3:12])=[O:15])[CH3:18], predict the reactants needed to synthesize it.